This data is from Forward reaction prediction with 1.9M reactions from USPTO patents (1976-2016). The task is: Predict the product of the given reaction. (1) The product is: [CH3:75][O:74][CH2:73][CH2:72][O:71][CH2:70][CH2:69][O:68][CH2:67][CH2:66][O:65][CH2:64][CH2:63][O:62][CH2:61][CH2:60][O:59][CH2:58][CH2:57][O:56][CH2:55][CH2:54][O:53][C:52]([N:23]1[CH2:24][CH2:25][N:20]([CH2:19][CH2:18][N:17]([CH3:26])[C:15](=[O:16])[C:14]2[CH:27]=[CH:28][CH:29]=[C:12]([C:11](=[O:30])[NH:10][C:7]3[CH:8]=[CH:9][C:4]([N:3]([CH2:1][CH3:2])[CH2:50][CH3:51])=[CH:5][C:6]=3[C:31]3[CH:36]=[C:35]([C:37](=[O:49])[NH:38][C@@H:39]4[C:48]5[C:43](=[CH:44][CH:45]=[CH:46][CH:47]=5)[CH2:42][CH2:41][CH2:40]4)[CH:34]=[CH:33][N:32]=3)[CH:13]=2)[CH2:21][CH2:22]1)=[O:76]. Given the reactants [CH2:1]([N:3]([CH2:50][CH3:51])[C:4]1[CH:9]=[CH:8][C:7]([NH:10][C:11](=[O:30])[C:12]2[CH:29]=[CH:28][CH:27]=[C:14]([C:15]([N:17]([CH3:26])[CH2:18][CH2:19][N:20]3[CH2:25][CH2:24][NH:23][CH2:22][CH2:21]3)=[O:16])[CH:13]=2)=[C:6]([C:31]2[CH:36]=[C:35]([C:37](=[O:49])[NH:38][C@@H:39]3[C:48]4[C:43](=[CH:44][CH:45]=[CH:46][CH:47]=4)[CH2:42][CH2:41][CH2:40]3)[CH:34]=[CH:33][N:32]=2)[CH:5]=1)[CH3:2].[C:52](=O)([O:76]C1C=CC([N+]([O-])=O)=CC=1)[O:53][CH2:54][CH2:55][O:56][CH2:57][CH2:58][O:59][CH2:60][CH2:61][O:62][CH2:63][CH2:64][O:65][CH2:66][CH2:67][O:68][CH2:69][CH2:70][O:71][CH2:72][CH2:73][O:74][CH3:75], predict the reaction product. (2) Given the reactants [CH3:1][O:2][C:3]1[CH:4]=[C:5]([CH2:11][C:12]#[N:13])[CH:6]=[C:7]([O:9][CH3:10])[CH:8]=1.[CH3:14][N:15]([CH3:21])[CH2:16][CH2:14][N:15]([CH3:21])[CH3:16].COC(OC)N(C)C, predict the reaction product. The product is: [CH3:10][O:9][C:7]1[CH:6]=[C:5]([C:11](=[CH:14][N:15]([CH3:21])[CH3:16])[C:12]#[N:13])[CH:4]=[C:3]([O:2][CH3:1])[CH:8]=1. (3) Given the reactants [H-].[K+].[F:3][C:4]([F:18])([F:17])[C:5]([C:11]1[CH:16]=[CH:15][CH:14]=[CH:13][CH:12]=1)([OH:10])[C:6]([F:9])([F:8])[F:7].[S:19](O[S:19]([C:22]([F:25])([F:24])[F:23])(=[O:21])=[O:20])([C:22]([F:25])([F:24])[F:23])(=[O:21])=[O:20], predict the reaction product. The product is: [F:3][C:4]([F:17])([F:18])[C:5]([O:10][S:19]([C:22]([F:25])([F:24])[F:23])(=[O:21])=[O:20])([C:11]1[CH:12]=[CH:13][CH:14]=[CH:15][CH:16]=1)[C:6]([F:8])([F:7])[F:9]. (4) Given the reactants [CH3:1][O:2][C:3]1[C:8]([C@H:9]2[CH2:13][O:12][CH2:11][C@H:10]2[CH2:14][OH:15])=[CH:7][CH:6]=[CH:5][N:4]=1.[OH:16][C:17]1[CH:24]=[CH:23][CH:22]=[C:21](O)[C:18]=1[CH:19]=[O:20].C1C=CC(P(C2C=CC=CC=2)C2C=CC=CC=2)=CC=1.CC(OC(/N=N/C(OC(C)C)=O)=O)C, predict the reaction product. The product is: [OH:16][C:17]1[CH:24]=[CH:23][CH:22]=[C:21]([O:15][CH2:14][C@H:10]2[C@H:9]([C:8]3[C:3]([O:2][CH3:1])=[N:4][CH:5]=[CH:6][CH:7]=3)[CH2:13][O:12][CH2:11]2)[C:18]=1[CH:19]=[O:20]. (5) The product is: [CH3:1][N:2]1[CH2:3][CH2:4][O:10][C:8](=[O:9])[C:7]1=[O:13]. Given the reactants [CH3:1][N:2]([CH2:7][C:8]([OH:10])=[O:9])[CH2:3][C:4](O)=O.C(OC(=O)C)(=[O:13])C.C(O)(=O)C, predict the reaction product. (6) Given the reactants [CH2:1]([O:3][C:4]([C:6]1[C:10](I)=[C:9]([C:12]2[CH:17]=[CH:16][C:15]([F:18])=[CH:14][CH:13]=2)[N:8]([CH3:19])[N:7]=1)=[O:5])[CH3:2].[CH2:20]([Li])CCC.CI.C(OCC)(=O)C, predict the reaction product. The product is: [CH2:1]([O:3][C:4]([C:6]1[C:10]([CH3:20])=[C:9]([C:12]2[CH:17]=[CH:16][C:15]([F:18])=[CH:14][CH:13]=2)[N:8]([CH3:19])[N:7]=1)=[O:5])[CH3:2]. (7) Given the reactants [CH3:1][C:2]1[CH:7]=[CH:6][CH:5]=[CH:4][C:3]=1[NH:8][C:9]([NH:11][C:12]1[CH:26]=[CH:25][C:15]([CH2:16][NH:17]C(=O)OC(C)(C)C)=[CH:14][CH:13]=1)=[O:10], predict the reaction product. The product is: [NH2:17][CH2:16][C:15]1[CH:14]=[CH:13][C:12]([NH:11][C:9]([NH:8][C:3]2[CH:4]=[CH:5][CH:6]=[CH:7][C:2]=2[CH3:1])=[O:10])=[CH:26][CH:25]=1. (8) Given the reactants F[C:2]1[CH:7]=[CH:6][C:5]([N+:8]([O-:10])=[O:9])=[CH:4][C:3]=1[I:11].[NH2:12][CH:13]1[CH2:18][CH2:17][N:16]([C:19]([O:21][CH2:22][C:23]2[CH:28]=[CH:27][CH:26]=[CH:25][CH:24]=2)=[O:20])[CH2:15][CH2:14]1, predict the reaction product. The product is: [I:11][C:3]1[CH:4]=[C:5]([N+:8]([O-:10])=[O:9])[CH:6]=[CH:7][C:2]=1[NH:12][CH:13]1[CH2:14][CH2:15][N:16]([C:19]([O:21][CH2:22][C:23]2[CH:28]=[CH:27][CH:26]=[CH:25][CH:24]=2)=[O:20])[CH2:17][CH2:18]1. (9) Given the reactants [NH2:1][C:2]1[C:7]([C:8]([O-:10])=O)=[CH:6][N:5]=[C:4]([S:11][CH3:12])[N:3]=1.[Na].[NH2:14][C:15]1[CH:16]=[C:17]([NH:22][C:23](=[O:34])[C:24]2[CH:29]=[CH:28][CH:27]=[C:26]([C:30]([F:33])([F:32])[F:31])[CH:25]=2)[CH:18]=[CH:19][C:20]=1[CH3:21].CCN(C(C)C)C(C)C.CN(C(ON1N=NC2C=CC=NC1=2)=[N+](C)C)C.F[P-](F)(F)(F)(F)F, predict the reaction product. The product is: [CH3:21][C:20]1[CH:19]=[CH:18][C:17]([NH:22][C:23](=[O:34])[C:24]2[CH:29]=[CH:28][CH:27]=[C:26]([C:30]([F:31])([F:32])[F:33])[CH:25]=2)=[CH:16][C:15]=1[NH:14][C:8]([C:7]1[C:2]([NH2:1])=[N:3][C:4]([S:11][CH3:12])=[N:5][CH:6]=1)=[O:10].